From a dataset of Reaction yield outcomes from USPTO patents with 853,638 reactions. Predict the reaction yield, written as a fraction of the theoretical maximum amount of product (1.0 means a 100% yield; for example, 0.34 means a 34% yield). (1) The reactants are C([Li])CCC.Br[C:7]1[CH:12]=[CH:11][CH:10]=[CH:9][N:8]=1.Br[C:14]1[CH:15]=[C:16]([S:20]([C:23]2[CH:28]=[CH:27][C:26](/[CH:29]=[CH:30]/[C:31]3[CH:36]=[CH:35][C:34]([F:37])=[CH:33][C:32]=3[F:38])=[CH:25][CH:24]=2)(=[O:22])=[O:21])[CH:17]=[CH:18][CH:19]=1. The product is [F:38][C:32]1[CH:33]=[C:34]([F:37])[CH:35]=[CH:36][C:31]=1/[CH:30]=[CH:29]/[C:26]1[CH:27]=[CH:28][C:23]([S:20]([C:16]2[CH:17]=[C:18]([C:7]3[CH:12]=[CH:11][CH:10]=[CH:9][N:8]=3)[CH:19]=[CH:14][CH:15]=2)(=[O:22])=[O:21])=[CH:24][CH:25]=1. The catalyst is O1CCCC1.[Cl-].[Zn+2].[Cl-].C1C=CC([P]([Pd]([P](C2C=CC=CC=2)(C2C=CC=CC=2)C2C=CC=CC=2)([P](C2C=CC=CC=2)(C2C=CC=CC=2)C2C=CC=CC=2)[P](C2C=CC=CC=2)(C2C=CC=CC=2)C2C=CC=CC=2)(C2C=CC=CC=2)C2C=CC=CC=2)=CC=1. The yield is 0.100. (2) The catalyst is ClCCl.C(OCC)(=O)C.C([O-])(=O)C.[Cu+2].C([O-])(=O)C. The product is [CH3:29][O:30][C:31]1[CH:36]=[CH:35][C:34]([N:3]2[C:2](=[O:1])[C:7]([CH2:8][C:9]3[CH:10]=[CH:11][C:12]([C:15]4[C:16]([C:21]#[N:22])=[CH:17][CH:18]=[CH:19][CH:20]=4)=[CH:13][CH:14]=3)=[C:6]([CH2:23][CH2:24][CH3:25])[N:5]3[N:26]=[CH:27][N:28]=[C:4]23)=[CH:33][CH:32]=1. The reactants are [O:1]=[C:2]1[C:7]([CH2:8][C:9]2[CH:14]=[CH:13][C:12]([C:15]3[C:16]([C:21]#[N:22])=[CH:17][CH:18]=[CH:19][CH:20]=3)=[CH:11][CH:10]=2)=[C:6]([CH2:23][CH2:24][CH3:25])[N:5]2[N:26]=[CH:27][N:28]=[C:4]2[NH:3]1.[CH3:29][O:30][C:31]1[CH:36]=[CH:35][C:34](B(O)O)=[CH:33][CH:32]=1.C(N(CC)CC)C.N1C=CC=CC=1. The yield is 0.990. (3) The reactants are Cl[C:2]1[N:7]=[C:6]([O:8][CH3:9])[C:5]([N+:10]([O-:12])=[O:11])=[C:4]([O:13][CH3:14])[N:3]=1.[Cl-].[F:16][C:17]1[CH:24]=[CH:23][C:20]([CH2:21][Zn+])=[CH:19][CH:18]=1. The catalyst is C1COCC1.C1C=CC([P]([Pd]([P](C2C=CC=CC=2)(C2C=CC=CC=2)C2C=CC=CC=2)([P](C2C=CC=CC=2)(C2C=CC=CC=2)C2C=CC=CC=2)[P](C2C=CC=CC=2)(C2C=CC=CC=2)C2C=CC=CC=2)(C2C=CC=CC=2)C2C=CC=CC=2)=CC=1. The product is [F:16][C:17]1[CH:24]=[CH:23][C:20]([CH2:21][C:2]2[N:7]=[C:6]([O:8][CH3:9])[C:5]([N+:10]([O-:12])=[O:11])=[C:4]([O:13][CH3:14])[N:3]=2)=[CH:19][CH:18]=1. The yield is 0.630. (4) The reactants are Br[C:2]1[CH:3]=[C:4]2[C:8](=[CH:9][CH:10]=1)[N:7]([C:11]1[CH:16]=[CH:15][CH:14]=[CH:13][CH:12]=1)[C:6](=[O:17])/[C:5]/2=[N:18]\[C:19]1[CH:24]=[CH:23][CH:22]=[C:21]([C:25]([F:28])([F:27])[F:26])[CH:20]=1.[C:29]1(B(O)O)[CH:34]=[CH:33][CH:32]=[CH:31][CH:30]=1.C([O-])([O-])=O.[Na+].[Na+]. The catalyst is C1COCC1.C1C=CC([P]([Pd]([P](C2C=CC=CC=2)(C2C=CC=CC=2)C2C=CC=CC=2)([P](C2C=CC=CC=2)(C2C=CC=CC=2)C2C=CC=CC=2)[P](C2C=CC=CC=2)(C2C=CC=CC=2)C2C=CC=CC=2)(C2C=CC=CC=2)C2C=CC=CC=2)=CC=1. The product is [C:8]1([N:7]2[C:11]3[C:12](=[CH:13][C:14]([C:29]4[CH:34]=[CH:33][CH:32]=[CH:31][CH:30]=4)=[CH:15][CH:16]=3)/[C:5](=[N:18]/[C:19]3[CH:24]=[CH:23][CH:22]=[C:21]([C:25]([F:28])([F:27])[F:26])[CH:20]=3)/[C:6]2=[O:17])[CH:9]=[CH:10][CH:2]=[CH:3][CH:4]=1. The yield is 0.180.